This data is from Catalyst prediction with 721,799 reactions and 888 catalyst types from USPTO. The task is: Predict which catalyst facilitates the given reaction. (1) Reactant: [Br:1][C:2]1[CH:11]=[C:10]2[C:5]([CH2:6][CH2:7][N:8]([C:17](=[O:42])[C:18]([N:20]([CH2:24][CH2:25][N:26]([C:35]([O:37][C:38]([CH3:41])([CH3:40])[CH3:39])=[O:36])[CH2:27][C:28]#[C:29][C:30]3[S:31][CH:32]=[CH:33][CH:34]=3)[CH:21]([CH3:23])[CH3:22])=[O:19])[CH:9]2[C:12]([O:14]CC)=[O:13])=[CH:4][C:3]=1[O:43][CH3:44].[OH-].[K+].Cl. Product: [Br:1][C:2]1[CH:11]=[C:10]2[C:5]([CH2:6][CH2:7][N:8]([C:17](=[O:42])[C:18]([N:20]([CH2:24][CH2:25][N:26]([C:35]([O:37][C:38]([CH3:40])([CH3:39])[CH3:41])=[O:36])[CH2:27][C:28]#[C:29][C:30]3[S:31][CH:32]=[CH:33][CH:34]=3)[CH:21]([CH3:22])[CH3:23])=[O:19])[CH:9]2[C:12]([OH:14])=[O:13])=[CH:4][C:3]=1[O:43][CH3:44]. The catalyst class is: 38. (2) Reactant: CC1(C)C(C)(C)OB([C:9]2[CH:10]=[C:11]3[C:16](=[CH:17][CH:18]=2)[CH:15]=[C:14]([C:19]2[NH:23][C:22]([C@@H:24]4[CH2:28][CH2:27][CH2:26][N:25]4[C:29]([O:31][C:32]([CH3:35])([CH3:34])[CH3:33])=[O:30])=[N:21][CH:20]=2)[CH:13]=[CH:12]3)O1.Br[C:38]1[CH:43]=[CH:42][C:41]([C:44]2[NH:48][C:47]([C@@H:49]3[CH2:57][C:52]4([O:56][CH2:55][CH2:54][O:53]4)[CH2:51][N:50]3[C:58](=[O:68])[C@@H:59]([NH:63][C:64](=[O:67])[O:65][CH3:66])[CH:60]([CH3:62])[CH3:61])=[N:46][CH:45]=2)=[CH:40][CH:39]=1.C(=O)([O-])[O-].[K+].[K+]. Product: [CH3:66][O:65][C:64]([NH:63][C@@H:59]([CH:60]([CH3:62])[CH3:61])[C:58]([N:50]1[C@H:49]([C:47]2[NH:48][C:44]([C:41]3[CH:40]=[CH:39][C:38]([C:9]4[CH:10]=[C:11]5[C:12](=[CH:17][CH:18]=4)[CH:13]=[C:14]([C:19]4[NH:23][C:22]([C@@H:24]6[CH2:28][CH2:27][CH2:26][N:25]6[C:29]([O:31][C:32]([CH3:34])([CH3:35])[CH3:33])=[O:30])=[N:21][CH:20]=4)[CH:15]=[CH:16]5)=[CH:43][CH:42]=3)=[CH:45][N:46]=2)[CH2:57][C:52]2([O:56][CH2:55][CH2:54][O:53]2)[CH2:51]1)=[O:68])=[O:67]. The catalyst class is: 800.